Predict the reaction yield, written as a fraction of the theoretical maximum amount of product (1.0 means a 100% yield; for example, 0.34 means a 34% yield). From a dataset of Reaction yield outcomes from USPTO patents with 853,638 reactions. (1) The catalyst is CO. The yield is 0.480. The reactants are C(OC(=O)[NH:7][C:8]1[CH:9]=[N:10][C:11]([S:41]([CH2:44][CH3:45])(=[O:43])=[O:42])=[CH:12][C:13]=1[C:14]#[C:15][CH2:16][C:17]([OH:40])([C:36]([F:39])([F:38])[F:37])[CH2:18][C:19]([C:22]1[CH:27]=[CH:26][CH:25]=[CH:24][C:23]=1[S:28](=[O:35])(=[O:34])[N:29]=CN(C)C)([CH3:21])[CH3:20])(C)(C)C.C1CCN2C(=NCCC2)CC1.O. The product is [CH2:44]([S:41]([C:11]1[CH:12]=[C:13]2[CH:14]=[C:15]([CH2:16][C:17]([OH:40])([C:36]([F:39])([F:37])[F:38])[CH2:18][C:19]([C:22]3[CH:27]=[CH:26][CH:25]=[CH:24][C:23]=3[S:28]([NH2:29])(=[O:35])=[O:34])([CH3:21])[CH3:20])[NH:7][C:8]2=[CH:9][N:10]=1)(=[O:42])=[O:43])[CH3:45]. (2) The reactants are [H-].[Al+3].[Li+].[H-].[H-].[H-].[N:7]1[CH:12]=[CH:11][CH:10]=[C:9]([CH:13]([CH3:20])[CH2:14][C:15](OCC)=[O:16])[CH:8]=1. The catalyst is O1CCCC1. The product is [N:7]1[CH:12]=[CH:11][CH:10]=[C:9]([CH:13]([CH3:20])[CH2:14][CH2:15][OH:16])[CH:8]=1. The yield is 0.990. (3) The reactants are Cl[C:2]1[C:11]2[C:6](=[CH:7][C:8]3[O:15][CH2:14][CH:13]([CH2:16][O:17][CH3:18])[O:12][C:9]=3[CH:10]=2)[N:5]=[CH:4][N:3]=1.[Cl:19][C:20]1[CH:21]=[C:22]([CH:24]=[C:25]([Cl:27])[CH:26]=1)[NH2:23]. No catalyst specified. The product is [Cl:19][C:20]1[CH:21]=[C:22]([NH:23][C:2]2[C:11]3[C:6](=[CH:7][C:8]4[O:15][CH2:14][CH:13]([CH2:16][O:17][CH3:18])[O:12][C:9]=4[CH:10]=3)[N:5]=[CH:4][N:3]=2)[CH:24]=[C:25]([Cl:27])[CH:26]=1. The yield is 0.800. (4) The reactants are [CH3:1][N:2]1[C:10](=[O:11])[C:9]2[C:4](=[CH:5][C:6]([C:12]([O:14]C)=[O:13])=[CH:7][CH:8]=2)[N:3]1C(OCC)=O.[OH-].[K+]. The catalyst is C(O)C. The product is [CH3:1][N:2]1[C:10](=[O:11])[C:9]2[C:4](=[CH:5][C:6]([C:12]([OH:14])=[O:13])=[CH:7][CH:8]=2)[NH:3]1. The yield is 0.550. (5) The reactants are [Si:1]([O:8][CH2:9][C:10]1[N:11]([CH3:44])[C:12]2[C:17]([CH:18]=1)=[CH:16][C:15]1[C:19](=[N:32][CH2:33][C:34]3[CH:39]=[CH:38][C:37]([O:40][CH3:41])=[CH:36][C:35]=3[O:42][CH3:43])[CH2:20][CH2:21][CH2:22][CH2:23][N:24]([C:25]([O:27][C:28]([CH3:31])([CH3:30])[CH3:29])=[O:26])[C:14]=1[CH:13]=2)([C:4]([CH3:7])([CH3:6])[CH3:5])([CH3:3])[CH3:2].[CH:45]([C:54](OC)=[O:55])([C:50](OC)=[O:51])[C:46]([O:48][CH3:49])=[O:47]. The catalyst is O(C1C=CC=CC=1)C1C=CC=CC=1. The product is [Si:1]([O:8][CH2:9][C:10]1[N:11]([CH3:44])[C:12]2[CH:13]=[C:14]3[N:24]([C:25]([O:27][C:28]([CH3:31])([CH3:30])[CH3:29])=[O:26])[CH2:23][CH2:22][CH2:21][C:20]4[C:54]([OH:55])=[C:45]([C:46]([O:48][CH3:49])=[O:47])[C:50](=[O:51])[N:32]([CH2:33][C:34]5[CH:39]=[CH:38][C:37]([O:40][CH3:41])=[CH:36][C:35]=5[O:42][CH3:43])[C:19]=4[C:15]3=[CH:16][C:17]=2[CH:18]=1)([C:4]([CH3:5])([CH3:6])[CH3:7])([CH3:2])[CH3:3]. The yield is 0.480. (6) The reactants are [CH2:1]([N:3](CC)[CH2:4]C)C.[C:8]([O:12][C:13]([N:15]1[CH2:20][CH2:19][C:18](=O)[CH2:17][CH2:16]1)=[O:14])([CH3:11])([CH3:10])[CH3:9].[C:22](O[BH-](OC(=O)C)OC(=O)C)(=O)C.[Na+].[C:36](=[O:39])([O-])[OH:37].[Na+].[CH3:41][CH2:42][CH2:43][CH2:44][CH2:45][CH3:46]. The catalyst is C(OCC)(=O)C.Cl.C(OCC)(=O)C. The product is [CH3:46][C:45]1([CH3:22])[CH2:44][C:43]2([CH2:42][CH2:41][CH2:4][N:3]([CH:18]3[CH2:19][CH2:20][N:15]([C:13]([O:12][C:8]([CH3:11])([CH3:10])[CH3:9])=[O:14])[CH2:16][CH2:17]3)[CH2:1]2)[C:36](=[O:39])[O:37]1. The yield is 0.610. (7) The reactants are [Cl:1][C:2]1[CH:7]=[C:6](/[CH:8]=[CH:9]/[CH:10]([C:15]2[CH:20]=[C:19]([Cl:21])[CH:18]=[C:17]([Cl:22])[CH:16]=2)[C:11]([F:14])([F:13])[F:12])[CH:5]=[CH:4][C:3]=1[CH2:23][NH2:24].[CH2:25]([N:27]=[C:28]=[O:29])[CH3:26]. The catalyst is C(Cl)Cl. The product is [Cl:1][C:2]1[CH:7]=[C:6](/[CH:8]=[CH:9]/[CH:10]([C:15]2[CH:16]=[C:17]([Cl:22])[CH:18]=[C:19]([Cl:21])[CH:20]=2)[C:11]([F:13])([F:14])[F:12])[CH:5]=[CH:4][C:3]=1[CH2:23][NH:24][C:28]([NH:27][CH2:25][CH3:26])=[O:29]. The yield is 0.600. (8) The reactants are [O:1]1[C:6]2[CH:7]=[CH:8][C:9]([CH:11]([C:13]3[CH:18]=[C:17]([O:19][CH3:20])[CH:16]=[C:15]([O:21][CH3:22])[CH:14]=3)[OH:12])=[CH:10][C:5]=2[O:4][CH2:3][CH2:2]1. The catalyst is C(Cl)Cl.O=[Mn]=O. The product is [O:1]1[C:6]2[CH:7]=[CH:8][C:9]([C:11]([C:13]3[CH:18]=[C:17]([O:19][CH3:20])[CH:16]=[C:15]([O:21][CH3:22])[CH:14]=3)=[O:12])=[CH:10][C:5]=2[O:4][CH2:3][CH2:2]1. The yield is 0.930.